Predict the reactants needed to synthesize the given product. From a dataset of Full USPTO retrosynthesis dataset with 1.9M reactions from patents (1976-2016). (1) Given the product [CH2:19]([NH:18][C:17]1[N:9]([C:3]2[CH:8]=[CH:7][CH:6]=[CH:5][CH:4]=2)[N:10]=[C:11]2[C:16]=1[CH:15]=[CH:14][CH:13]=[CH:12]2)[C:20]1[CH:21]=[CH:22][CH:23]=[CH:24][CH:25]=1, predict the reactants needed to synthesize it. The reactants are: [BH4-].[Na+].[C:3]1([N:9]2[C:17]([N:18]=[CH:19][C:20]3[CH:25]=[CH:24][CH:23]=[CH:22][CH:21]=3)=[C:16]3[C:11]([CH:12]=[CH:13][CH:14]=[CH:15]3)=[N:10]2)[CH:8]=[CH:7][CH:6]=[CH:5][CH:4]=1. (2) Given the product [C:25]1([C:56]2[CH:61]=[CH:60][CH:59]=[CH:58][CH:57]=2)[CH:30]=[CH:29][C:28]([C:31]2[N:36]=[C:35]([C:37]3[CH:42]=[CH:41][C:40]([C:43]4[CH:48]=[CH:47][CH:46]=[CH:45][CH:44]=4)=[CH:39][CH:38]=3)[N:34]=[C:33]([C:49]3[CH:54]=[CH:53][C:52]([C:22]4[CH:23]=[CH:24][C:19]([C:16]5[CH:17]=[CH:18][CH:13]=[CH:14][CH:15]=5)=[CH:20][CH:21]=4)=[CH:51][CH:50]=3)[N:32]=2)=[CH:27][CH:26]=1, predict the reactants needed to synthesize it. The reactants are: CCCCCC.C([Li])CCC.Br[C:13]1[CH:18]=[CH:17][C:16]([C:19]2[CH:24]=[CH:23][CH:22]=[CH:21][CH:20]=2)=[CH:15][CH:14]=1.[C:25]1([C:56]2[CH:61]=[CH:60][CH:59]=[CH:58][CH:57]=2)[CH:30]=[CH:29][C:28]([C:31]2[N:36]=[C:35]([C:37]3[CH:42]=[CH:41][C:40]([C:43]4[CH:48]=[CH:47][CH:46]=[CH:45][CH:44]=4)=[CH:39][CH:38]=3)[N:34]=[C:33]([C:49]3[CH:54]=[CH:53][C:52](Br)=[CH:51][CH:50]=3)[N:32]=2)=[CH:27][CH:26]=1. (3) Given the product [NH2:1][C:2]1[S:6][N:5]=[C:4]([CH3:7])[C:3]=1[C:8]([NH:19][C:18]1[CH:20]=[CH:21][C:22]([O:23][CH3:24])=[C:16]([F:15])[CH:17]=1)=[O:10], predict the reactants needed to synthesize it. The reactants are: [NH2:1][C:2]1[S:6][N:5]=[C:4]([CH3:7])[C:3]=1[C:8]([OH:10])=O.S(Cl)(Cl)=O.[F:15][C:16]1[CH:17]=[C:18]([CH:20]=[CH:21][C:22]=1[O:23][CH3:24])[NH2:19].C(N(CC)CC)C.Cl.